Dataset: Reaction yield outcomes from USPTO patents with 853,638 reactions. Task: Predict the reaction yield, written as a fraction of the theoretical maximum amount of product (1.0 means a 100% yield; for example, 0.34 means a 34% yield). (1) The reactants are C(NCC)C.CC(O)(C)C.Br[CH2:12][C:13]([C:15]1[CH:20]=[CH:19][C:18]([Br:21])=[CH:17][CH:16]=1)=[O:14].[Br:22][C:23]1[CH:28]=[CH:27][C:26]([C:29](=[O:31])[CH3:30])=[CH:25][CH:24]=1. The catalyst is C1C=CC=CC=1.[Cl-].[Zn+2].[Cl-]. The product is [Br:21][C:18]1[CH:19]=[CH:20][C:15]([C:13](=[O:14])[CH2:12][CH2:30][C:29]([C:26]2[CH:27]=[CH:28][C:23]([Br:22])=[CH:24][CH:25]=2)=[O:31])=[CH:16][CH:17]=1. The yield is 0.391. (2) The reactants are [NH2:1][C:2]1[CH:7]=[CH:6][C:5]([CH:8]2[CH2:13][C:12](=[O:14])[NH:11][C:10](=[O:15])[CH2:9]2)=[CH:4][C:3]=1Br.[O-]P([O-])([O-])=O.[K+].[K+].[K+].[CH3:25][C:26]1([CH3:35])[CH2:31][CH2:30][C:29](B(O)O)=[CH:28][CH2:27]1.C1(P(C2CCCCC2)C2C=CC=CC=2C2C=CC=CC=2)CCCCC1. The catalyst is C1(C)C=CC=CC=1.O1CCOCC1.CCOC(C)=O.CC([O-])=O.CC([O-])=O.[Pd+2]. The product is [NH2:1][C:2]1[CH:7]=[CH:6][C:5]([CH:8]2[CH2:13][C:12](=[O:14])[NH:11][C:10](=[O:15])[CH2:9]2)=[CH:4][C:3]=1[C:29]1[CH2:30][CH2:31][C:26]([CH3:35])([CH3:25])[CH2:27][CH:28]=1. The yield is 0.210. (3) The reactants are [C:1]([C:5]1[CH:12]=[CH:11][C:10]([N+:13]([O-])=O)=[CH:9][C:6]=1[C:7]#[N:8])([CH3:4])([CH3:3])[CH3:2].C([O-])=O.[NH4+]. The catalyst is CCO.[Pd]. The product is [C:1]([C:5]1[CH:12]=[CH:11][C:10]([NH2:13])=[CH:9][C:6]=1[C:7]#[N:8])([CH3:4])([CH3:2])[CH3:3]. The yield is 0.910. (4) The reactants are [CH3:1][S:2]([C:5]1[CH:10]=[CH:9][C:8]([NH:11][C:12]2[C:13]3[N:14]([C:18]([C:21]#[C:22][Si](C)(C)C)=[CH:19][N:20]=3)[CH:15]=[CH:16][CH:17]=2)=[CH:7][CH:6]=1)(=[O:4])=[O:3].[F-].C([N+](CCCC)(CCCC)CCCC)CCC.CO.C(Cl)Cl. The catalyst is C1COCC1. The product is [C:21]([C:18]1[N:14]2[CH:15]=[CH:16][CH:17]=[C:12]([NH:11][C:8]3[CH:9]=[CH:10][C:5]([S:2]([CH3:1])(=[O:4])=[O:3])=[CH:6][CH:7]=3)[C:13]2=[N:20][CH:19]=1)#[CH:22]. The yield is 1.00. (5) The reactants are [C:1](=[O:15])([O:5][CH2:6][CH2:7][CH2:8][CH2:9][O:10][C:11](=[O:14])[CH:12]=[CH2:13])[O:2][CH2:3]Cl.[C:16]([O-:20])(=[O:19])[CH:17]=[CH2:18].[K+]. The catalyst is CN(C)C=O.C1OCCOCCOCCOCCOCCOC1. The product is [C:1](=[O:15])([O:5][CH2:6][CH2:7][CH2:8][CH2:9][O:10][C:11](=[O:14])[CH:12]=[CH2:13])[O:2][CH2:3][O:20][C:16](=[O:19])[CH:17]=[CH2:18]. The yield is 0.910. (6) The reactants are Br[C:2]1[CH:7]=[CH:6][C:5]([C:8]2[N:13]([CH2:14][C:15]3[CH:20]=[CH:19][C:18]([CH3:21])=[CH:17][C:16]=3[CH3:22])[C:12](=[O:23])[CH:11]=[C:10]([C:24]([F:27])([F:26])[F:25])[CH:9]=2)=[CH:4][CH:3]=1.[CH2:28]([O:30][C:31]([C:33]1[NH:34][C:35]2[C:40]([CH:41]=1)=[CH:39][C:38]([OH:42])=[CH:37][CH:36]=2)=[O:32])[CH3:29].[O-]P([O-])([O-])=O.[K+].[K+].[K+].C(P(C(C)(C)C)C1C=CC2C(=CC=CC=2)C=1C1C2C(=CC=CC=2)C=CC=1)(C)(C)C. The catalyst is C([O-])(=O)C.[Pd+2].C([O-])(=O)C.C1(C)C=CC=CC=1. The product is [CH3:22][C:16]1[CH:17]=[C:18]([CH3:21])[CH:19]=[CH:20][C:15]=1[CH2:14][N:13]1[C:12](=[O:23])[CH:11]=[C:10]([C:24]([F:26])([F:27])[F:25])[CH:9]=[C:8]1[C:5]1[CH:4]=[CH:3][C:2]([O:42][C:38]2[CH:39]=[C:40]3[C:35](=[CH:36][CH:37]=2)[NH:34][C:33]([C:31]([O:30][CH2:28][CH3:29])=[O:32])=[CH:41]3)=[CH:7][CH:6]=1. The yield is 0.0500. (7) The reactants are [O:1]([CH2:8][C:9]1[O:10][C:11]2[C:12](=[O:18])[NH:13][CH2:14][CH2:15][C:16]=2[N:17]=1)[C:2]1[CH:7]=[CH:6][CH:5]=[CH:4][CH:3]=1.Br[C:20]1[CH:25]=[CH:24][C:23]([F:26])=[CH:22][CH:21]=1.CN(C)CCN.C([O-])([O-])=O.[K+].[K+]. The catalyst is C1(C)C=CC=CC=1.[Cu]I. The product is [F:26][C:23]1[CH:24]=[CH:25][C:20]([N:13]2[CH2:14][CH2:15][C:16]3[N:17]=[C:9]([CH2:8][O:1][C:2]4[CH:7]=[CH:6][CH:5]=[CH:4][CH:3]=4)[O:10][C:11]=3[C:12]2=[O:18])=[CH:21][CH:22]=1. The yield is 0.540. (8) The reactants are C([Si](C)(C)[O:6][CH2:7][CH2:8][N:9]1[CH:13]=[CH:12][C:11]([NH:14][C:15]([CH:17]2[CH:21]([C:22]3[CH:27]=[CH:26][CH:25]=[C:24]([Cl:28])[CH:23]=3)[C:20]([C:31]3[CH:36]=[CH:35][C:34]([Cl:37])=[CH:33][CH:32]=3)([C:29]#[N:30])[CH:19]([CH2:38][C:39]([CH3:42])([CH3:41])[CH3:40])[NH:18]2)=[O:16])=[N:10]1)(C)(C)C.C(O)(=O)C.O. The catalyst is CCOC(C)=O. The product is [OH:6][CH2:7][CH2:8][N:9]1[CH:13]=[CH:12][C:11]([NH:14][C:15]([CH:17]2[CH:21]([C:22]3[CH:27]=[CH:26][CH:25]=[C:24]([Cl:28])[CH:23]=3)[C:20]([C:31]3[CH:32]=[CH:33][C:34]([Cl:37])=[CH:35][CH:36]=3)([C:29]#[N:30])[CH:19]([CH2:38][C:39]([CH3:42])([CH3:41])[CH3:40])[NH:18]2)=[O:16])=[N:10]1. The yield is 0.402. (9) The reactants are [Cl:1][C:2]1[CH:7]=[CH:6][C:5]([C:8]2[C:14]3[CH:15]=[C:16]([OH:19])[CH:17]=[CH:18][C:13]=3[N:12]3[C:20]([CH3:23])=[N:21][N:22]=[C:11]3[C@H:10]([CH2:24][C:25]([NH:27][CH2:28][CH3:29])=[O:26])[N:9]=2)=[CH:4][CH:3]=1.C(=O)([O-])[O-].[K+].[K+].CS([O:40][CH2:41][CH2:42][O:43][CH2:44][CH2:45][O:46][CH2:47][CH2:48][NH:49][C:50](=[O:56])[O:51][C:52]([CH3:55])([CH3:54])[CH3:53])(=O)=O.[C:57](#N)[CH3:58]. No catalyst specified. The product is [C:52]([O:51][C:50](=[O:56])[NH:49][CH2:48][CH2:47][O:46][CH2:45][CH2:44][O:43][CH2:42][CH2:41][O:40][CH2:57][CH2:58][O:19][C:16]1[CH:17]=[CH:18][C:13]2[N:12]3[C:20]([CH3:23])=[N:21][N:22]=[C:11]3[C@H:10]([CH2:24][C:25]([NH:27][CH2:28][CH3:29])=[O:26])[N:9]=[C:8]([C:5]3[CH:6]=[CH:7][C:2]([Cl:1])=[CH:3][CH:4]=3)[C:14]=2[CH:15]=1)([CH3:55])([CH3:54])[CH3:53]. The yield is 0.800.